From a dataset of Full USPTO retrosynthesis dataset with 1.9M reactions from patents (1976-2016). Predict the reactants needed to synthesize the given product. Given the product [CH3:1][O:2][CH2:3][O:4][C:5]1[CH:10]=[C:9]([O:11][CH2:12][O:13][CH3:14])[CH:8]=[CH:7][C:6]=1[CH:15]1[CH2:24][CH2:23][C:18](=[O:19])[CH2:17][CH2:16]1, predict the reactants needed to synthesize it. The reactants are: [CH3:1][O:2][CH2:3][O:4][C:5]1[CH:10]=[C:9]([O:11][CH2:12][O:13][CH3:14])[CH:8]=[CH:7][C:6]=1[CH:15]1[CH2:24][CH2:23][C:18]2(OCC[O:19]2)[CH2:17][CH2:16]1.Cl.C(=O)(O)[O-].[Na+].